From a dataset of Full USPTO retrosynthesis dataset with 1.9M reactions from patents (1976-2016). Predict the reactants needed to synthesize the given product. (1) Given the product [CH2:1]([CH:4]1[C:13]2[C:8](=[CH:9][CH:10]=[C:11]([B:14]3[O:18][C:17]([CH3:20])([CH3:19])[C:16]([CH3:22])([CH3:21])[O:15]3)[CH:12]=2)[O:7][CH2:6][CH2:5]1)[CH:2]=[CH2:3], predict the reactants needed to synthesize it. The reactants are: [CH2:1]([C:4]1(O)[C:13]2[C:8](=[CH:9][CH:10]=[C:11]([B:14]3[O:18][C:17]([CH3:20])([CH3:19])[C:16]([CH3:22])([CH3:21])[O:15]3)[CH:12]=2)[O:7][CH2:6][CH2:5]1)[CH:2]=[CH2:3].C([SiH](CC)CC)C.C(O)(C(F)(F)F)=O. (2) Given the product [Br:25][C:26]1[CH:34]=[C:33]2[C:29]([C:30]([CH:8]([C:7]3[C:2]([CH3:1])=[C:3]([NH:14][C:15](=[O:24])[O:16][CH2:17][C:18]4[CH:23]=[CH:22][CH:21]=[CH:20][CH:19]=4)[CH:4]=[CH:5][CH:6]=3)[CH:9]([N+:11]([O-:13])=[O:12])[CH3:10])=[CH:31][NH:32]2)=[CH:28][CH:27]=1, predict the reactants needed to synthesize it. The reactants are: [CH3:1][C:2]1[C:7](/[CH:8]=[C:9](/[N+:11]([O-:13])=[O:12])\[CH3:10])=[CH:6][CH:5]=[CH:4][C:3]=1[NH:14][C:15](=[O:24])[O:16][CH2:17][C:18]1[CH:23]=[CH:22][CH:21]=[CH:20][CH:19]=1.[Br:25][C:26]1[CH:34]=[C:33]2[C:29]([CH:30]=[CH:31][NH:32]2)=[CH:28][CH:27]=1. (3) Given the product [O:14]=[C:15]([OH:27])[C@@H:16]([C@H:18]([C@H:20]([C@@H:22]([C:24]([OH:26])=[O:25])[OH:23])[OH:21])[OH:19])[OH:17].[CH3:1][NH:2][CH2:3][CH2:4][CH2:5][CH2:6][O:7][C:8]1[CH:9]=[N:10][CH:11]=[CH:12][CH:13]=1.[CH3:1][NH:2][CH2:3][CH2:4][CH2:5][CH2:6][O:7][C:8]1[CH:9]=[N:10][CH:11]=[CH:12][CH:13]=1, predict the reactants needed to synthesize it. The reactants are: [CH3:1][NH:2][CH2:3][CH2:4][CH2:5][CH2:6][O:7][C:8]1[CH:9]=[N:10][CH:11]=[CH:12][CH:13]=1.[O:14]=[C:15]([OH:27])[C@@H:16]([C@H:18]([C@H:20]([C@@H:22]([C:24]([OH:26])=[O:25])[OH:23])[OH:21])[OH:19])[OH:17].O. (4) Given the product [Br:7][C:8]1[CH:24]=[CH:23][C:11]2[N:12]([CH2:16][CH2:17][N:18]3[CH2:22][CH2:21][CH2:20][CH2:19]3)[C:13](=[O:15])[N:14]([CH3:1])[C:10]=2[CH:9]=1, predict the reactants needed to synthesize it. The reactants are: [CH3:1]C(C)([O-])C.[K+].[Br:7][C:8]1[CH:24]=[CH:23][C:11]2[N:12]([CH2:16][CH2:17][N:18]3[CH2:22][CH2:21][CH2:20][CH2:19]3)[C:13](=[O:15])[NH:14][C:10]=2[CH:9]=1.IC.C([O-])(O)=O.[Na+]. (5) Given the product [CH3:19][O:20][C@H:21]1[CH2:25][CH2:24][N:23]([CH:2]2[CH2:7][CH2:6][CH:5]([NH:8][C:9](=[O:18])[O:10][CH2:11][C:12]3[CH:17]=[CH:16][CH:15]=[CH:14][CH:13]=3)[CH2:4][CH2:3]2)[CH2:22]1, predict the reactants needed to synthesize it. The reactants are: O=[C:2]1[CH2:7][CH2:6][CH:5]([NH:8][C:9](=[O:18])[O:10][CH2:11][C:12]2[CH:17]=[CH:16][CH:15]=[CH:14][CH:13]=2)[CH2:4][CH2:3]1.[CH3:19][O:20][C@H:21]1[CH2:25][CH2:24][NH:23][CH2:22]1.[Na]. (6) Given the product [Br:26][C:27]1[CH:28]=[CH:29][C:30]([N:8]([CH2:7][C:6]2[CH:15]=[CH:16][C:3]([O:2][CH3:1])=[CH:4][CH:5]=2)[CH2:13][CH2:12][CH2:11][CH2:10][C:9]([OH:21])=[O:14])=[C:31]([CH:32]=[O:33])[CH:34]=1, predict the reactants needed to synthesize it. The reactants are: [CH3:1][O:2][C:3]1[CH:16]=[CH:15][C:6]([CH2:7][N:8]2[CH2:13][CH2:12][CH2:11][CH2:10][C:9]2=[O:14])=[CH:5][CH:4]=1.[OH-].[Na+].Cl.C(=O)([O-])[O-:21].[Na+].[Na+].[Br:26][C:27]1[CH:28]=[CH:29][C:30](F)=[C:31]([CH:34]=1)[CH:32]=[O:33]. (7) Given the product [O:1]=[C:2]1[C:7]2[CH:8]=[C:9]([O:12][CH2:13][CH2:14][CH2:15][CH2:16][CH2:17][C:18]([OH:20])=[O:19])[CH:10]=[CH:11][C:6]=2[S:5][C:4]([C:25]2[CH:30]=[CH:29][CH:28]=[CH:27][N:26]=2)=[N:3]1, predict the reactants needed to synthesize it. The reactants are: [O:1]=[C:2]1[C:7]2[CH:8]=[C:9]([O:12][CH2:13][CH2:14][CH2:15][CH2:16][CH2:17][C:18]([O:20]C(C)(C)C)=[O:19])[CH:10]=[CH:11][C:6]=2[S:5][C:4]([C:25]2[CH:30]=[CH:29][CH:28]=[CH:27][N:26]=2)=[N:3]1. (8) Given the product [CH3:1][C:2]1[CH:7]=[CH:6][C:5]([C:8]2[NH:12][CH:11]=[C:10]([C:13]#[N:14])[CH:9]=2)=[CH:4][CH:3]=1, predict the reactants needed to synthesize it. The reactants are: [CH3:1][C:2]1[CH:7]=[CH:6][C:5]([C:8](=O)[CH2:9][CH:10]([CH:13]=[NH:14])[C:11]#[N:12])=[CH:4][CH:3]=1.C1COCC1. (9) Given the product [N:12]1[CH:17]=[CH:16][C:15]([C:2]2[C:3]3[N:4]([N:8]=[C:9]([NH2:11])[N:10]=3)[CH:5]=[CH:6][CH:7]=2)=[CH:14][CH:13]=1, predict the reactants needed to synthesize it. The reactants are: Br[C:2]1[C:3]2[N:4]([N:8]=[C:9]([NH2:11])[N:10]=2)[CH:5]=[CH:6][CH:7]=1.[N:12]1[CH:17]=[CH:16][C:15](B(O)O)=[CH:14][CH:13]=1.